This data is from Full USPTO retrosynthesis dataset with 1.9M reactions from patents (1976-2016). The task is: Predict the reactants needed to synthesize the given product. (1) Given the product [C:37]([C:35]1[CH:34]=[CH:33][C:32]([O:39][CH3:40])=[C:31](/[CH:30]=[CH:29]/[C:28]([NH:27][C@@H:11]([CH2:12][N:13]2[CH2:18][CH2:17][CH:16]([O:19][C:20]3[CH:25]=[CH:24][C:23]([F:26])=[CH:22][CH:21]=3)[CH2:15][CH2:14]2)[CH2:10][C:9]([OH:42])=[O:8])=[O:41])[CH:36]=1)#[N:38], predict the reactants needed to synthesize it. The reactants are: C([O:8][C:9](=[O:42])[CH2:10][C@@H:11]([NH:27][C:28](=[O:41])/[CH:29]=[CH:30]/[C:31]1[CH:36]=[C:35]([C:37]#[N:38])[CH:34]=[CH:33][C:32]=1[O:39][CH3:40])[CH2:12][N:13]1[CH2:18][CH2:17][CH:16]([O:19][C:20]2[CH:25]=[CH:24][C:23]([F:26])=[CH:22][CH:21]=2)[CH2:15][CH2:14]1)C1C=CC=CC=1.[OH-].[Na+]. (2) Given the product [CH3:1][C:2]1[C:3]([C:16]([OH:18])=[O:17])=[N:4][CH:5]=[C:6]([O:8][C@H:9]([C:11]2[O:12][CH:13]=[CH:14][N:15]=2)[CH3:10])[CH:7]=1, predict the reactants needed to synthesize it. The reactants are: [CH3:1][C:2]1[C:3]([C:16]([O:18]C)=[O:17])=[N:4][CH:5]=[C:6]([O:8][C@H:9]([C:11]2[O:12][CH:13]=[CH:14][N:15]=2)[CH3:10])[CH:7]=1.O.[OH-].[Li+].C1COCC1.Cl. (3) Given the product [C:47]([O:46][C:44]([N:51]1[CH2:56][CH2:55][N:54]([C:14](=[O:16])[C:13]2[CH:17]=[CH:18][CH:19]=[CH:20][C:12]=2[C:11]([F:10])([F:22])[F:21])[CH2:53][CH2:52]1)=[O:45])([CH3:50])([CH3:48])[CH3:49], predict the reactants needed to synthesize it. The reactants are: CCN(C(C)C)C(C)C.[F:10][C:11]([F:22])([F:21])[C:12]1[CH:20]=[CH:19][CH:18]=[CH:17][C:13]=1[C:14]([OH:16])=O.CCN=C=NCCCN(C)C.C1C=CC2N(O)N=NC=2C=1.[C:44]([N:51]1[CH2:56][CH2:55][NH:54][CH2:53][CH2:52]1)([O:46][C:47]([CH3:50])([CH3:49])[CH3:48])=[O:45].